From a dataset of Catalyst prediction with 721,799 reactions and 888 catalyst types from USPTO. Predict which catalyst facilitates the given reaction. (1) Reactant: [CH3:1][Si](C=[N+]=[N-])(C)C.CCOCC.[Br:13][C:14]1[CH:15]=[C:16]([CH2:20][C:21]([OH:23])=[O:22])[CH:17]=[N:18][CH:19]=1. Product: [CH3:1][O:22][C:21](=[O:23])[CH2:20][C:16]1[CH:17]=[N:18][CH:19]=[C:14]([Br:13])[CH:15]=1. The catalyst class is: 224. (2) Reactant: [Cl:1][C:2]1[CH:3]=[C:4]([N:9]2[CH:13]=[CH:12][C:11]([O:14][CH2:15][CH2:16][OH:17])=[N:10]2)[CH:5]=[CH:6][C:7]=1[Cl:8].[O:18]1[CH2:23][CH2:22][N:21]([CH2:24][CH2:25][S:26](Cl)(=[O:28])=[O:27])[CH2:20][CH2:19]1.O. Product: [O:18]1[CH2:19][CH2:20][N:21]([CH2:24][CH2:25][S:26]([O:17][CH2:16][CH2:15][O:14][C:11]2[CH:12]=[CH:13][N:9]([C:4]3[CH:5]=[CH:6][C:7]([Cl:8])=[C:2]([Cl:1])[CH:3]=3)[N:10]=2)(=[O:27])=[O:28])[CH2:22][CH2:23]1. The catalyst class is: 4. (3) Reactant: [NH2:1][C:2]1[N:6]([CH2:7][CH2:8][OH:9])[N:5]=[CH:4][C:3]=1[CH:10]=[O:11].[C:12]1([C:18](Cl)([C:25]2[CH:30]=[CH:29][CH:28]=[CH:27][CH:26]=2)[C:19]2[CH:24]=[CH:23][CH:22]=[CH:21][CH:20]=2)[CH:17]=[CH:16][CH:15]=[CH:14][CH:13]=1. Product: [NH2:1][C:2]1[N:6]([CH2:7][CH2:8][O:9][C:18]([C:12]2[CH:17]=[CH:16][CH:15]=[CH:14][CH:13]=2)([C:25]2[CH:26]=[CH:27][CH:28]=[CH:29][CH:30]=2)[C:19]2[CH:20]=[CH:21][CH:22]=[CH:23][CH:24]=2)[N:5]=[CH:4][C:3]=1[CH:10]=[O:11]. The catalyst class is: 17. (4) Reactant: [O:1]=[C:2]1[NH:7][N:6]=[C:5]([C:8]([OH:10])=[O:9])[CH2:4][CH2:3]1.Br.C(O)(=O)C.CS(C)=O. Product: [O:1]=[C:2]1[NH:7][N:6]=[C:5]([C:8]([OH:10])=[O:9])[CH:4]=[CH:3]1. The catalyst class is: 15. (5) Reactant: [Br:1][C:2]1[CH:3]=[C:4]([C:9]([O:11][CH2:12][CH3:13])=[O:10])[NH:5][C:6]=1[C:7]#[N:8].[H-].[Na+].[NH2:16]OP(=O)(C1C=CC=CC=1)C1C=CC=CC=1.C([O-])(O)=O.[Na+]. Product: [NH2:16][N:5]1[C:6]([C:7]#[N:8])=[C:2]([Br:1])[CH:3]=[C:4]1[C:9]([O:11][CH2:12][CH3:13])=[O:10]. The catalyst class is: 3. (6) Reactant: [Cl:1][C:2]1[CH:3]=[C:4]([CH:27]=[CH:28][C:29]=1[O:30][CH2:31][C:32]1[CH:37]=[CH:36][CH:35]=[C:34]([F:38])[CH:33]=1)[NH:5][C:6]1[C:15]2[C:10](=[CH:11][CH:12]=[CH:13][C:14]=2[O:16][CH:17]2[CH2:26][CH2:25][C:20]3([O:24]CC[O:21]3)[CH2:19][CH2:18]2)[N:9]=[CH:8][N:7]=1. Product: [C:20]([OH:24])(=[O:21])[CH3:19].[Cl:1][C:2]1[CH:3]=[C:4]([CH:27]=[CH:28][C:29]=1[O:30][CH2:31][C:32]1[CH:37]=[CH:36][CH:35]=[C:34]([F:38])[CH:33]=1)[NH:5][C:6]1[C:15]2[C:10](=[CH:11][CH:12]=[CH:13][C:14]=2[O:16][CH:17]2[CH2:18][CH2:19][C:20](=[O:21])[CH2:25][CH2:26]2)[N:9]=[CH:8][N:7]=1. The catalyst class is: 86. (7) Reactant: [CH:1]1[C:10]2[C:5](=[CH:6][CH:7]=[CH:8][CH:9]=2)[CH:4]=[C:3]([C:11]([NH:13][C:14]2[O:15][C:16]3[C:22]([C:23](O)=[O:24])=[CH:21][CH:20]=[CH:19][C:17]=3[N:18]=2)=[O:12])[N:2]=1.S(O)(O)(=O)=O.[NH2:31][C:32]1[NH:33][CH:34]=[CH:35][N:36]=1.CN(C(ON1N=NC2C=CC=CC1=2)=[N+](C)C)C.F[P-](F)(F)(F)(F)F.CCN(C(C)C)C(C)C. Product: [NH:33]1[CH:34]=[CH:35][N:36]=[C:32]1[NH:31][C:23]([C:22]1[C:16]2[O:15][C:14]([NH:13][C:11]([C:3]3[N:2]=[CH:1][C:10]4[C:5]([CH:4]=3)=[CH:6][CH:7]=[CH:8][CH:9]=4)=[O:12])=[N:18][C:17]=2[CH:19]=[CH:20][CH:21]=1)=[O:24]. The catalyst class is: 3. (8) Reactant: [C:1]([O:5][C:6](=[O:13])[N:7]([CH:9]1[CH2:12][NH:11][CH2:10]1)[CH3:8])([CH3:4])([CH3:3])[CH3:2].[Cl:14][C:15]1[CH:20]=[C:19](Cl)[N:18]=[CH:17][N:16]=1. Product: [Cl:14][C:15]1[N:16]=[CH:17][N:18]=[C:19]([N:11]2[CH2:12][CH:9]([N:7]([CH3:8])[C:6](=[O:13])[O:5][C:1]([CH3:4])([CH3:2])[CH3:3])[CH2:10]2)[CH:20]=1. The catalyst class is: 41.